Dataset: Forward reaction prediction with 1.9M reactions from USPTO patents (1976-2016). Task: Predict the product of the given reaction. (1) Given the reactants Cl.[NH2:2][C@@H:3]1[CH2:5][C@H:4]1[C:6]1[CH:7]=[C:8]([C:12]([NH:14][C:15]2[S:16][C:17]([CH3:20])=[N:18][N:19]=2)=[O:13])[S:9][C:10]=1[CH3:11].[CH:21]1([CH:24]=[O:25])[CH2:23][CH2:22]1.[BH4-].[Na+].[C:28](=[O:31])([O-:30])O.[Na+], predict the reaction product. The product is: [C:12]([OH:13])(=[O:25])/[CH:8]=[CH:7]/[C:28]([OH:30])=[O:31].[CH:21]1([CH2:24][NH:2][C@@H:3]2[CH2:5][C@H:4]2[C:6]2[CH:7]=[C:8]([C:12]([NH:14][C:15]3[S:16][C:17]([CH3:20])=[N:18][N:19]=3)=[O:13])[S:9][C:10]=2[CH3:11])[CH2:23][CH2:22]1. (2) Given the reactants [C:1]1([CH:7]=[CH:8][C:9]2[CH:13]=[C:12]([CH2:14][CH2:15][CH:16]=O)[O:11][N:10]=2)[CH:6]=[CH:5][CH:4]=[CH:3][CH:2]=1.[CH2:18]([N:25]1[CH2:30][CH2:29][NH:28][CH2:27][CH2:26]1)[C:19]1[CH:24]=[CH:23][CH:22]=[CH:21][CH:20]=1.[BH-](OC(C)=O)(OC(C)=O)OC(C)=O.[Na+], predict the reaction product. The product is: [CH2:18]([N:25]1[CH2:30][CH2:29][N:28]([CH2:16][CH2:15][CH2:14][C:12]2[O:11][N:10]=[C:9]([CH:8]=[CH:7][C:1]3[CH:6]=[CH:5][CH:4]=[CH:3][CH:2]=3)[CH:13]=2)[CH2:27][CH2:26]1)[C:19]1[CH:20]=[CH:21][CH:22]=[CH:23][CH:24]=1. (3) Given the reactants C([O:4][C@H:5]([C:53]1[CH:58]=[CH:57][C:56]([F:59])=[CH:55][CH:54]=1)[CH2:6][CH2:7][C@H:8]1[C:11](=[O:12])[N:10]([C:13]2[CH:18]=[CH:17][C:16]([CH2:19][CH2:20][CH2:21][NH:22][S:23]([CH3:26])(=[O:25])=[O:24])=[CH:15][CH:14]=2)[C@@H:9]1[C:27]1[CH:32]=[CH:31][C:30]([C:33]2[CH:38]=[CH:37][C:36]([C:39]([OH:44])([CH2:42][OH:43])[CH2:40][OH:41])=[CH:35][CH:34]=2)=[CH:29][C:28]=1[O:45][CH2:46][C:47]1[CH:52]=[CH:51][CH:50]=[CH:49][CH:48]=1)(=O)C.CCO.[C-]#N.[K+].Cl, predict the reaction product. The product is: [CH2:46]([O:45][C:28]1[CH:29]=[C:30]([C:33]2[CH:38]=[CH:37][C:36]([C:39]([OH:44])([CH2:40][OH:41])[CH2:42][OH:43])=[CH:35][CH:34]=2)[CH:31]=[CH:32][C:27]=1[C@@H:9]1[C@@H:8]([CH2:7][CH2:6][C@@H:5]([C:53]2[CH:54]=[CH:55][C:56]([F:59])=[CH:57][CH:58]=2)[OH:4])[C:11](=[O:12])[N:10]1[C:13]1[CH:18]=[CH:17][C:16]([CH2:19][CH2:20][CH2:21][NH:22][S:23]([CH3:26])(=[O:24])=[O:25])=[CH:15][CH:14]=1)[C:47]1[CH:48]=[CH:49][CH:50]=[CH:51][CH:52]=1. (4) The product is: [CH3:1][O:2][CH2:3][CH2:4][O:5][C:6]1[CH:11]=[CH:10][C:9]2[N:12]=[C:34]([C:33]3[CH:32]=[CH:31][C:30]([C:28]([NH:27][C:19]4[NH:18][C:26]5[C:21]([CH:20]=4)=[CH:22][CH:23]=[CH:24][CH:25]=5)=[O:29])=[CH:37][CH:36]=3)[NH:15][C:8]=2[CH:7]=1. Given the reactants [CH3:1][O:2][CH2:3][CH2:4][O:5][C:6]1[CH:11]=[CH:10][C:9]([N+:12]([O-])=O)=[C:8]([N+:15]([O-])=O)[CH:7]=1.[NH:18]1[C:26]2[C:21](=[CH:22][CH:23]=[CH:24][CH:25]=2)[CH:20]=[C:19]1[NH:27][C:28]([C:30]1[CH:37]=[CH:36][C:33]([CH:34]=O)=[CH:32][CH:31]=1)=[O:29], predict the reaction product.